From a dataset of Forward reaction prediction with 1.9M reactions from USPTO patents (1976-2016). Predict the product of the given reaction. (1) Given the reactants [Cl:1][C:2]1[CH:3]=[C:4]([N:8]([CH2:19][C:20]2[C:29]3[C:24](=[C:25]([F:30])[CH:26]=[CH:27][CH:28]=3)[NH:23][C:22](=[O:31])[CH:21]=2)[C:9]2[C:18]3[C:13](=CC=C[CH:17]=3)C=CN=2)[CH:5]=[CH:6][CH:7]=1.C(Cl)(=[O:36])C(C)C, predict the reaction product. The product is: [Cl:1][C:2]1[CH:3]=[C:4]([N:8]([CH2:19][C:20]2[C:29]3[C:24](=[C:25]([F:30])[CH:26]=[CH:27][CH:28]=3)[NH:23][C:22](=[O:31])[CH:21]=2)[C:9](=[O:36])[CH:18]([CH3:13])[CH3:17])[CH:5]=[CH:6][CH:7]=1. (2) Given the reactants B(Br)(Br)[Br:2].C[O:6][C:7]1[CH:12]=[CH:11][CH:10]=[CH:9][C:8]=1[CH2:13][CH2:14][NH:15][CH2:16][C:17]1[CH:26]=[CH:25][C:20]([C:21]([O:23][CH3:24])=[O:22])=[CH:19][CH:18]=1.CO, predict the reaction product. The product is: [BrH:2].[OH:6][C:7]1[CH:12]=[CH:11][CH:10]=[CH:9][C:8]=1[CH2:13][CH2:14][NH:15][CH2:16][C:17]1[CH:18]=[CH:19][C:20]([C:21]([O:23][CH3:24])=[O:22])=[CH:25][CH:26]=1. (3) Given the reactants [F:1][C:2]1[CH:8]=[C:7]([S:9]([CH3:12])(=[O:11])=[O:10])[CH:6]=[CH:5][C:3]=1[NH2:4].CC1C=CC(S(O)(=O)=O)=CC=1.Cl[C:25]1[N:33]=[C:32]2[C:28]([N:29]([CH3:40])[C:30](=[O:39])[N:31]2[CH:34]2[CH2:38][CH2:37][CH2:36][CH2:35]2)=[CH:27][N:26]=1.C(O)CCC, predict the reaction product. The product is: [CH:34]1([N:31]2[C:30](=[O:39])[N:29]([CH3:40])[C:28]3[C:32]2=[N:33][C:25]([NH:4][C:3]2[CH:5]=[CH:6][C:7]([S:9]([CH3:12])(=[O:11])=[O:10])=[CH:8][C:2]=2[F:1])=[N:26][CH:27]=3)[CH2:35][CH2:36][CH2:37][CH2:38]1. (4) Given the reactants [C:1]1([C@H:7]2[C:11]([CH2:12][OH:13])=[CH:10][CH2:9][N:8]2[S:14]([C:17]2[CH:22]=[CH:21][C:20]([CH3:23])=[CH:19][CH:18]=2)(=[O:16])=[O:15])[CH:6]=[CH:5][CH:4]=[CH:3][CH:2]=1.[CH2:24]([Zn]CC)C.II.ClCI, predict the reaction product. The product is: [C:1]1([CH:7]2[N:8]([S:14]([C:17]3[CH:18]=[CH:19][C:20]([CH3:23])=[CH:21][CH:22]=3)(=[O:16])=[O:15])[CH2:9][CH:10]3[C:11]2([CH2:12][OH:13])[CH2:24]3)[CH:2]=[CH:3][CH:4]=[CH:5][CH:6]=1. (5) Given the reactants Br[C:2]1[NH:3][C:4]2[C:9]([C:10]=1[CH:11]1[CH2:16][CH2:15][CH2:14][CH2:13][CH2:12]1)=[CH:8][CH:7]=[C:6]([C:17]([O:19][C:20]([CH3:23])([CH3:22])[CH3:21])=[O:18])[CH:5]=2.[C:24]1(B(O)O)[CH:29]=[CH:28][CH:27]=[CH:26][CH:25]=1.C([O-])([O-])=O.[Na+].[Na+].CCOC(C)=O, predict the reaction product. The product is: [CH:11]1([C:10]2[C:9]3[C:4](=[CH:5][C:6]([C:17]([O:19][C:20]([CH3:23])([CH3:22])[CH3:21])=[O:18])=[CH:7][CH:8]=3)[NH:3][C:2]=2[C:24]2[CH:29]=[CH:28][CH:27]=[CH:26][CH:25]=2)[CH2:16][CH2:15][CH2:14][CH2:13][CH2:12]1.